From a dataset of Full USPTO retrosynthesis dataset with 1.9M reactions from patents (1976-2016). Predict the reactants needed to synthesize the given product. (1) Given the product [CH3:20][N:22]([CH3:23])[C:17]([C@@H:9]1[CH2:10][C:11]2[C:16](=[CH:15][CH:14]=[CH:13][CH:12]=2)[NH:8]1)=[O:19], predict the reactants needed to synthesize it. The reactants are: C(OC([N:8]1[C:16]2[C:11](=[CH:12][CH:13]=[CH:14][CH:15]=2)[CH2:10][C@H:9]1[C:17]([OH:19])=O)=O)(C)(C)C.[CH2:20]([N:22](CC)[CH2:23]C)C.F[P-](F)(F)(F)(F)F.N1(O[P+](N(C)C)(N(C)C)N(C)C)C2C=CC=CC=2N=N1.CNC. (2) Given the product [C:22]([C:2]1[N:7]=[C:6]([CH3:8])[N:5]=[C:4]([O:9][C:10]2[CH:15]=[CH:14][C:13]([CH2:16][S:17]([NH:20][CH3:21])(=[O:19])=[O:18])=[CH:12][CH:11]=2)[CH:3]=1)#[N:23], predict the reactants needed to synthesize it. The reactants are: Cl[C:2]1[N:7]=[C:6]([CH3:8])[N:5]=[C:4]([O:9][C:10]2[CH:15]=[CH:14][C:13]([CH2:16][S:17]([NH:20][CH3:21])(=[O:19])=[O:18])=[CH:12][CH:11]=2)[CH:3]=1.[CH3:22][N:23](C=O)C.